From a dataset of NCI-60 drug combinations with 297,098 pairs across 59 cell lines. Regression. Given two drug SMILES strings and cell line genomic features, predict the synergy score measuring deviation from expected non-interaction effect. (1) Drug 1: CC(CN1CC(=O)NC(=O)C1)N2CC(=O)NC(=O)C2. Drug 2: C(CC(=O)O)C(=O)CN.Cl. Cell line: CCRF-CEM. Synergy scores: CSS=65.4, Synergy_ZIP=-6.74, Synergy_Bliss=-4.09, Synergy_Loewe=-11.8, Synergy_HSA=-1.82. (2) Drug 1: CC1=C(C=C(C=C1)NC2=NC=CC(=N2)N(C)C3=CC4=NN(C(=C4C=C3)C)C)S(=O)(=O)N.Cl. Drug 2: CC1=C(N=C(N=C1N)C(CC(=O)N)NCC(C(=O)N)N)C(=O)NC(C(C2=CN=CN2)OC3C(C(C(C(O3)CO)O)O)OC4C(C(C(C(O4)CO)O)OC(=O)N)O)C(=O)NC(C)C(C(C)C(=O)NC(C(C)O)C(=O)NCCC5=NC(=CS5)C6=NC(=CS6)C(=O)NCCC[S+](C)C)O. Cell line: NCI-H522. Synergy scores: CSS=-4.58, Synergy_ZIP=-5.74, Synergy_Bliss=-15.2, Synergy_Loewe=-38.1, Synergy_HSA=-14.9. (3) Drug 1: C1CC(C1)(C(=O)O)C(=O)O.[NH2-].[NH2-].[Pt+2]. Drug 2: CCCCC(=O)OCC(=O)C1(CC(C2=C(C1)C(=C3C(=C2O)C(=O)C4=C(C3=O)C=CC=C4OC)O)OC5CC(C(C(O5)C)O)NC(=O)C(F)(F)F)O. Cell line: K-562. Synergy scores: CSS=36.6, Synergy_ZIP=-2.39, Synergy_Bliss=-6.91, Synergy_Loewe=-34.4, Synergy_HSA=-7.23.